From a dataset of TCR-epitope binding with 47,182 pairs between 192 epitopes and 23,139 TCRs. Binary Classification. Given a T-cell receptor sequence (or CDR3 region) and an epitope sequence, predict whether binding occurs between them. (1) The epitope is FLYNLLTRV. The TCR CDR3 sequence is CASGFYGTEAFF. Result: 0 (the TCR does not bind to the epitope). (2) The TCR CDR3 sequence is CASSQAGSREQYF. Result: 0 (the TCR does not bind to the epitope). The epitope is FLPRVFSAV.